From a dataset of NCI-60 drug combinations with 297,098 pairs across 59 cell lines. Regression. Given two drug SMILES strings and cell line genomic features, predict the synergy score measuring deviation from expected non-interaction effect. (1) Drug 1: CS(=O)(=O)CCNCC1=CC=C(O1)C2=CC3=C(C=C2)N=CN=C3NC4=CC(=C(C=C4)OCC5=CC(=CC=C5)F)Cl. Drug 2: CC(C)CN1C=NC2=C1C3=CC=CC=C3N=C2N. Cell line: UACC62. Synergy scores: CSS=3.28, Synergy_ZIP=0.501, Synergy_Bliss=4.14, Synergy_Loewe=3.66, Synergy_HSA=3.24. (2) Drug 1: C(=O)(N)NO. Drug 2: C1=CC=C(C(=C1)C(C2=CC=C(C=C2)Cl)C(Cl)Cl)Cl. Cell line: SF-268. Synergy scores: CSS=-11.7, Synergy_ZIP=15.6, Synergy_Bliss=20.6, Synergy_Loewe=-1.57, Synergy_HSA=0.162. (3) Drug 1: C1=NC2=C(N=C(N=C2N1C3C(C(C(O3)CO)O)F)Cl)N. Drug 2: CCCCC(=O)OCC(=O)C1(CC(C2=C(C1)C(=C3C(=C2O)C(=O)C4=C(C3=O)C=CC=C4OC)O)OC5CC(C(C(O5)C)O)NC(=O)C(F)(F)F)O. Cell line: LOX IMVI. Synergy scores: CSS=41.2, Synergy_ZIP=2.61, Synergy_Bliss=-0.269, Synergy_Loewe=-1.65, Synergy_HSA=-1.37. (4) Drug 1: CN1CCC(CC1)COC2=C(C=C3C(=C2)N=CN=C3NC4=C(C=C(C=C4)Br)F)OC. Drug 2: CCC1(CC2CC(C3=C(CCN(C2)C1)C4=CC=CC=C4N3)(C5=C(C=C6C(=C5)C78CCN9C7C(C=CC9)(C(C(C8N6C=O)(C(=O)OC)O)OC(=O)C)CC)OC)C(=O)OC)O.OS(=O)(=O)O. Cell line: KM12. Synergy scores: CSS=48.3, Synergy_ZIP=6.27, Synergy_Bliss=4.21, Synergy_Loewe=-56.3, Synergy_HSA=1.86. (5) Drug 1: C1CC(C1)(C(=O)O)C(=O)O.[NH2-].[NH2-].[Pt+2]. Drug 2: CN(C(=O)NC(C=O)C(C(C(CO)O)O)O)N=O. Cell line: OVCAR-8. Synergy scores: CSS=-3.22, Synergy_ZIP=4.70, Synergy_Bliss=7.69, Synergy_Loewe=-7.70, Synergy_HSA=-2.17. (6) Drug 1: CN1C(=O)N2C=NC(=C2N=N1)C(=O)N. Drug 2: CC(C)(C1=NC(=CC=C1)N2C3=NC(=NC=C3C(=O)N2CC=C)NC4=CC=C(C=C4)N5CCN(CC5)C)O. Cell line: UACC62. Synergy scores: CSS=34.6, Synergy_ZIP=3.56, Synergy_Bliss=6.46, Synergy_Loewe=6.32, Synergy_HSA=7.98. (7) Cell line: OVCAR3. Synergy scores: CSS=45.1, Synergy_ZIP=-4.28, Synergy_Bliss=-8.50, Synergy_Loewe=-45.0, Synergy_HSA=-5.18. Drug 1: CC1C(C(CC(O1)OC2CC(CC3=C2C(=C4C(=C3O)C(=O)C5=C(C4=O)C(=CC=C5)OC)O)(C(=O)CO)O)N)O. Drug 2: C1CC(CNC1)C2=CC=C(C=C2)N3C=C4C=CC=C(C4=N3)C(=O)N.